From a dataset of Reaction yield outcomes from USPTO patents with 853,638 reactions. Predict the reaction yield, written as a fraction of the theoretical maximum amount of product (1.0 means a 100% yield; for example, 0.34 means a 34% yield). (1) The catalyst is ClCCl. The product is [NH2:12][C:13]1[C:20]([I:21])=[CH:19][C:16]([C:17]#[N:18])=[C:15]([S:22]([CH3:23])=[O:9])[N:14]=1. The yield is 0.750. The reactants are ClC1C=CC=C(C(OO)=[O:9])C=1.[NH2:12][C:13]1[C:20]([I:21])=[CH:19][C:16]([C:17]#[N:18])=[C:15]([S:22][CH3:23])[N:14]=1.C(OCC)(=O)C. (2) The reactants are [O:1]1[C:5]2[CH:6]=[CH:7][CH:8]=[CH:9][C:4]=2[CH:3]=[C:2]1[C:10]1[N:19]=[C:18]([Cl:20])[C:17]2[C:12](=[CH:13][CH:14]=[CH:15][CH:16]=2)[N:11]=1.O1C2C=CC=CC=2C=C1C1NC(=O)C2C(=CC=CC=2)N=1.[CH3:41][N:42]([CH3:49])[CH2:43][C:44]([CH3:48])([CH3:47])[CH2:45][NH2:46]. The catalyst is O1CCOCC1. The product is [ClH:20].[ClH:20].[O:1]1[C:5]2[CH:6]=[CH:7][CH:8]=[CH:9][C:4]=2[CH:3]=[C:2]1[C:10]1[N:19]=[C:18]([NH:46][CH2:45][C:44]([CH3:48])([CH3:47])[CH2:43][N:42]([CH3:49])[CH3:41])[C:17]2[C:12](=[CH:13][CH:14]=[CH:15][CH:16]=2)[N:11]=1. The yield is 0.540.